From a dataset of Catalyst prediction with 721,799 reactions and 888 catalyst types from USPTO. Predict which catalyst facilitates the given reaction. (1) Reactant: [CH3:1][CH2:2][C:3]([C:5]([C:18]1[CH:19]=[CH:20][CH:21]=[CH:22][CH:23]=1)([C:12]1[CH:13]=[CH:14][CH:15]=[CH:16][CH:17]=1)[CH2:6][CH:7]([N:9]([CH3:11])[CH3:10])[CH3:8])=[O:4].Cl.[OH-].[NH4+]. Product: [CH3:1][CH2:2][C:3]([C:5]([C:18]1[CH:19]=[CH:20][CH:21]=[CH:22][CH:23]=1)([C:12]1[CH:13]=[CH:14][CH:15]=[CH:16][CH:17]=1)[CH2:6][CH:7]([N:9]([CH3:11])[CH3:10])[CH3:8])=[O:4]. The catalyst class is: 6. (2) Reactant: [Cl:1][C:2]1[C:10]2[C:5](=[CH:6][CH:7]=[C:8]([F:11])[CH:9]=2)[N:4]([C:12]2[CH:19]=[CH:18][C:15]([CH2:16][NH2:17])=[CH:14][CH:13]=2)[C:3]=1[C:20]1[O:21][C:22]([CH3:25])=[N:23][N:24]=1.[CH3:26][O:27][C:28]1[CH:32]=[C:31]([C:33]([NH:35][C:36]2([C:39](O)=[O:40])[CH2:38][CH2:37]2)=[O:34])[O:30][N:29]=1.C(Cl)CCl.O.OC1C2N=NNC=2C=CC=1.C(N(CC)CC)C. Product: [Cl:1][C:2]1[C:10]2[C:5](=[CH:6][CH:7]=[C:8]([F:11])[CH:9]=2)[N:4]([C:12]2[CH:13]=[CH:14][C:15]([CH2:16][NH:17][C:39]([C:36]3([NH:35][C:33]([C:31]4[O:30][N:29]=[C:28]([O:27][CH3:26])[CH:32]=4)=[O:34])[CH2:37][CH2:38]3)=[O:40])=[CH:18][CH:19]=2)[C:3]=1[C:20]1[O:21][C:22]([CH3:25])=[N:23][N:24]=1. The catalyst class is: 4. (3) Reactant: [C:1]([O:5][C:6]([NH:8][C:9]1([C:13]([OH:15])=O)[CH2:12][CH2:11][CH2:10]1)=[O:7])([CH3:4])([CH3:3])[CH3:2].CN[O:18][CH3:19].Cl.CCN(C(C)C)C(C)C.CN(C([O:37]N1N=NC2C=CC=NC1=2)=[N+](C)C)C.F[P-](F)(F)(F)(F)F. Product: [C:1]([O:5][C:6]([NH:8][C:9]1([CH:13]([OH:15])[C:19]([OH:18])=[O:37])[CH2:10][CH2:11][CH2:12]1)=[O:7])([CH3:2])([CH3:3])[CH3:4]. The catalyst class is: 3. (4) Product: [CH3:24][O:25][C:26](=[O:40])[C:27]([C:30]1[CH:35]=[CH:34][C:33]([NH:36][C:37]([N:17]([C:16]2[N:8]([C:5]3[CH:6]=[CH:7][C:2]([Cl:1])=[CH:3][CH:4]=3)[N:9]=[C:10]3[C:15]=2[CH:14]=[CH:13][CH:12]=[CH:11]3)[CH:18]2[CH2:23][CH2:22][CH2:21][CH2:20][CH2:19]2)=[O:38])=[C:32]([F:39])[CH:31]=1)([CH3:29])[CH3:28]. Reactant: [Cl:1][C:2]1[CH:7]=[CH:6][C:5]([N:8]2[C:16]([NH:17][CH:18]3[CH2:23][CH2:22][CH2:21][CH2:20][CH2:19]3)=[C:15]3[C:10]([CH:11]=[CH:12][CH:13]=[CH:14]3)=[N:9]2)=[CH:4][CH:3]=1.[CH3:24][O:25][C:26](=[O:40])[C:27]([C:30]1[CH:35]=[CH:34][C:33]([N:36]=[C:37]=[O:38])=[C:32]([F:39])[CH:31]=1)([CH3:29])[CH3:28].CCN(CC)CC. The catalyst class is: 26. (5) Reactant: [C:1]([C@@H:3]1[CH2:7][CH2:6][CH2:5][N:4]1[C:8](=[O:26])[CH2:9][NH:10][C:11]([CH:13]1[CH2:18][CH2:17][N:16](C(OC(C)(C)C)=O)[CH2:15][CH2:14]1)=[O:12])#[N:2].O.CC1C=CC(S(O)(=O)=O)=CC=1. Product: [C:1]([C@@H:3]1[CH2:7][CH2:6][CH2:5][N:4]1[C:8](=[O:26])[CH2:9][NH:10][C:11]([CH:13]1[CH2:14][CH2:15][NH:16][CH2:17][CH2:18]1)=[O:12])#[N:2]. The catalyst class is: 10. (6) Reactant: [Br:1][C:2]1[CH:3]=[C:4]2[C:9](=[CH:10][CH:11]=1)[C:8](=[O:12])[NH:7][C:6](=[O:13])/[C:5]/2=[CH:14]/OC.CN(C)C=O.[NH2:22][C:23]([C:28]1[CH:33]=[CH:32][C:31]([NH2:34])=[CH:30][CH:29]=1)([CH3:27])[C:24]([OH:26])=[O:25]. Product: [NH2:22][C:23]([C:28]1[CH:29]=[CH:30][C:31]([NH:34][CH:14]=[C:5]2[C:4]3[C:9](=[CH:10][CH:11]=[C:2]([Br:1])[CH:3]=3)[C:8](=[O:12])[NH:7][C:6]2=[O:13])=[CH:32][CH:33]=1)([CH3:27])[C:24]([OH:26])=[O:25]. The catalyst class is: 28.